From a dataset of Full USPTO retrosynthesis dataset with 1.9M reactions from patents (1976-2016). Predict the reactants needed to synthesize the given product. (1) Given the product [CH3:1][N:2]([CH3:48])[CH2:3][C:4]([N:6]1[C:14]2[C:9](=[CH:10][C:11]([O:46][CH3:47])=[C:12]([NH:15][C:16]3[NH:21][C:20]4=[N:22][CH:23]=[CH:24][C:19]4=[C:18]([NH:35][C:36]4[CH:44]=[CH:43][CH:42]=[C:41]([F:45])[C:37]=4[C:38]([NH2:40])=[O:39])[N:17]=3)[CH:13]=2)[CH2:8][CH2:7]1)=[O:5], predict the reactants needed to synthesize it. The reactants are: [CH3:1][N:2]([CH3:48])[CH2:3][C:4]([N:6]1[C:14]2[C:9](=[CH:10][C:11]([O:46][CH3:47])=[C:12]([NH:15][C:16]3[N:17]=[C:18]([NH:35][C:36]4[CH:44]=[CH:43][CH:42]=[C:41]([F:45])[C:37]=4[C:38]([NH2:40])=[O:39])[C:19]4[CH:24]=[CH:23][N:22](S(C5C=CC(C)=CC=5)(=O)=O)[C:20]=4[N:21]=3)[CH:13]=2)[CH2:8][CH2:7]1)=[O:5].C[O-].[Na+]. (2) Given the product [Br:1][C:2]1[C:3]([CH2:4][O:5][Si:6]([C:9]([CH3:12])([CH3:11])[CH3:10])([CH3:7])[CH3:8])=[C:13]([CH:14]=[CH:15][CH:16]=1)[NH2:17], predict the reactants needed to synthesize it. The reactants are: [Br:1][C:2]1[CH:16]=[CH:15][CH:14]=[C:13]([N+:17]([O-])=O)[C:3]=1[CH2:4][O:5][Si:6]([C:9]([CH3:12])([CH3:11])[CH3:10])([CH3:8])[CH3:7].C(O)C.[Cl-].[NH4+]. (3) The reactants are: [CH2:1]([O:8][C:9]1[C:10]([CH3:25])=[CH:11][C:12]([N+]([O-])=O)=[C:13]([CH:21]=1)[CH:14]=[CH:15][N:16]1[CH2:20]CCC1)[C:2]1[CH:7]=[CH:6][CH:5]=[CH:4][CH:3]=1.O1CCOCC1. Given the product [CH3:20][N:16]1[C:12]2[C:13](=[CH:21][C:9]([O:8][CH2:1][C:2]3[CH:3]=[CH:4][CH:5]=[CH:6][CH:7]=3)=[C:10]([CH3:25])[CH:11]=2)[CH:14]=[CH:15]1, predict the reactants needed to synthesize it. (4) Given the product [CH3:17][O:16][C:4]1[CH:3]=[C:2]([B:18]2[O:22][C:21]([CH3:24])([CH3:23])[C:20]([CH3:26])([CH3:25])[O:19]2)[CH:7]=[CH:6][C:5]=1[NH:8][C:9](=[O:15])[O:10][C:11]([CH3:14])([CH3:13])[CH3:12], predict the reactants needed to synthesize it. The reactants are: Br[C:2]1[CH:7]=[CH:6][C:5]([NH:8][C:9](=[O:15])[O:10][C:11]([CH3:14])([CH3:13])[CH3:12])=[C:4]([O:16][CH3:17])[CH:3]=1.[B:18]1([B:18]2[O:22][C:21]([CH3:24])([CH3:23])[C:20]([CH3:26])([CH3:25])[O:19]2)[O:22][C:21]([CH3:24])([CH3:23])[C:20]([CH3:26])([CH3:25])[O:19]1.ClCCl.C([O-])(=O)C.[K+]. (5) The reactants are: [CH:1]1([CH:4]([OH:31])[C:5]2[CH:6]=[N:7][N:8]([CH2:10][C:11]3[CH:20]=[C:19]4[C:14]([C:15]([C:24]5[CH:29]=[CH:28][C:27]([F:30])=[CH:26][CH:25]=5)=[CH:16][C:17]([C:21]([NH2:23])=[O:22])=[N:18]4)=[CH:13][CH:12]=3)[CH:9]=2)[CH2:3][CH2:2]1.CC(OI1(OC(C)=O)(OC(C)=O)OC(=O)C2C=CC=CC1=2)=O.[O-]S([O-])(=S)=O.[Na+].[Na+].C(=O)([O-])O.[Na+]. Given the product [CH:1]1([C:4]([C:5]2[CH:6]=[N:7][N:8]([CH2:10][C:11]3[CH:20]=[C:19]4[C:14]([C:15]([C:24]5[CH:29]=[CH:28][C:27]([F:30])=[CH:26][CH:25]=5)=[CH:16][C:17]([C:21]([NH2:23])=[O:22])=[N:18]4)=[CH:13][CH:12]=3)[CH:9]=2)=[O:31])[CH2:3][CH2:2]1, predict the reactants needed to synthesize it. (6) Given the product [CH2:37]([N:3]([CH2:1][CH3:2])[CH2:4][CH2:5][CH2:6][NH:7][C:8]1[N:9]=[C:10]([C:27]2[CH:28]=[C:29]([CH:33]=[CH:34][C:35]=2[CH3:36])[C:30]([NH:74][C@H:72]([CH3:73])[CH:71]([CH3:75])[CH3:70])=[O:31])[C:11]2[CH:17]=[CH:16][C:15](=[O:18])[N:14]([C:19]3[C:24]([F:25])=[CH:23][CH:22]=[CH:21][C:20]=3[F:26])[C:12]=2[N:13]=1)[CH3:38], predict the reactants needed to synthesize it. The reactants are: [CH2:1]([N:3]([CH2:37][CH3:38])[CH2:4][CH2:5][CH2:6][NH:7][C:8]1[N:9]=[C:10]([C:27]2[CH:28]=[C:29]([CH:33]=[CH:34][C:35]=2[CH3:36])[C:30](O)=[O:31])[C:11]2[CH:17]=[CH:16][C:15](=[O:18])[N:14]([C:19]3[C:24]([F:25])=[CH:23][CH:22]=[CH:21][C:20]=3[F:26])[C:12]=2[N:13]=1)[CH3:2].CN(C(ON1N=NC2C=CC=CC1=2)=[N+](C)C)C.F[P-](F)(F)(F)(F)F.C(N(CC)CC)C.[CH3:70][CH:71]([CH3:75])[C@H:72]([NH2:74])[CH3:73].